From a dataset of Forward reaction prediction with 1.9M reactions from USPTO patents (1976-2016). Predict the product of the given reaction. (1) Given the reactants C([C@](C(O)=O)(O)[C@](C(=O)C1C=CC=CC=1)(O)C(O)=O)(=O)C1C=CC=CC=1.[Br:27][C:28]1[CH:29]=[C:30]([CH:37]([NH:40][C:41]([CH3:44])([CH3:43])[CH3:42])[CH2:38][OH:39])[CH:31]=[C:32]([C:35]#[N:36])[C:33]=1[NH2:34].[OH-].[Na+], predict the reaction product. The product is: [Br:27][C:28]1[CH:29]=[C:30]([CH:37]([NH:40][C:41]([CH3:44])([CH3:43])[CH3:42])[CH2:38][OH:39])[CH:31]=[C:32]([C:35]#[N:36])[C:33]=1[NH2:34]. (2) Given the reactants [C:1]([C:5]1[CH:10]=[CH:9][C:8]([C:11]2[C:19]3[C:14](=[CH:15][CH:16]=[CH:17][CH:18]=3)[N:13]([CH2:20][C:21]3[CH:22]=[C:23]([C:27]4[CH:32]=[CH:31][C:30]([C:33]([O:35]C)=[O:34])=[CH:29][CH:28]=4)[CH:24]=[CH:25][CH:26]=3)[C:12]=2[C:37]([O:39]CC)=[O:38])=[CH:7][CH:6]=1)([CH3:4])([CH3:3])[CH3:2].[OH-].[Na+].O, predict the reaction product. The product is: [C:33]([C:30]1[CH:29]=[CH:28][C:27]([C:23]2[CH:24]=[CH:25][CH:26]=[C:21]([CH2:20][N:13]3[C:14]4[C:19](=[CH:18][CH:17]=[CH:16][CH:15]=4)[C:11]([C:8]4[CH:7]=[CH:6][C:5]([C:1]([CH3:4])([CH3:2])[CH3:3])=[CH:10][CH:9]=4)=[C:12]3[C:37]([OH:39])=[O:38])[CH:22]=2)=[CH:32][CH:31]=1)([OH:35])=[O:34]. (3) Given the reactants [CH2:1]([N:8]1[C:12](=[O:13])[C:11](=[C:14]2[N:18]([CH3:19])[C:17]3[CH:20]=[CH:21][CH:22]=[CH:23][C:16]=3[S:15]2)[N:10]([CH3:24])[C:9]1=S)[C:2]1[CH:7]=[CH:6][CH:5]=[CH:4][CH:3]=1.C1(C)C=CC(S(OC)(=O)=O)=CC=1.[NH2:38][C:39]1[CH:40]=[C:41]([C:48](=[O:50])[CH3:49])[CH:42]=[CH:43][C:44]=1[NH:45][CH2:46][CH3:47], predict the reaction product. The product is: [C:48]([C:41]1[CH:42]=[CH:43][C:44]([NH:45][CH2:46][CH3:47])=[C:39]([N:38]=[C:9]2[N:8]([CH2:1][C:2]3[CH:3]=[CH:4][CH:5]=[CH:6][CH:7]=3)[C:12](=[O:13])[C:11](=[C:14]3[N:18]([CH3:19])[C:17]4[CH:20]=[CH:21][CH:22]=[CH:23][C:16]=4[S:15]3)[N:10]2[CH3:24])[CH:40]=1)(=[O:50])[CH3:49]. (4) Given the reactants COC1C=C(OC)C=CC=1C[O:6][N:7]1[C:12](=[O:13])[C:11]2[S:14][C:15]3[CH:20]=[CH:19][CH:18]=[CH:17][C:16]=3[C:10]=2[NH:9][C:8]1=[O:21].Cl.Cl[CH2:30][C:31]1[CH:36]=[CH:35][CH:34]=[CH:33][N:32]=1, predict the reaction product. The product is: [OH:6][N:7]1[C:12](=[O:13])[C:11]2[S:14][C:15]3[CH:20]=[CH:19][CH:18]=[CH:17][C:16]=3[C:10]=2[N:9]([CH2:30][C:31]2[CH:36]=[CH:35][CH:34]=[CH:33][N:32]=2)[C:8]1=[O:21]. (5) The product is: [CH3:33][O:32][C:30](=[O:31])[C@H:26]([CH:27]([CH3:28])[CH3:29])[N:7]([CH2:8][C:9]1[CH:14]=[CH:13][C:12]([C:15]2[CH:16]=[CH:17][CH:18]=[CH:19][C:20]=2[C:21]#[N:22])=[CH:11][CH:10]=1)[C:5](=[O:6])[CH2:4][CH2:3][CH2:2][CH3:1]. Given the reactants [CH3:1][CH2:2][CH2:3][CH2:4][C:5]([N:7]([C@H:26]([C:30]([OH:32])=[O:31])[CH:27]([CH3:29])[CH3:28])[CH2:8][C:9]1[CH:10]=[CH:11][C:12]([C:15]2[CH:16]=[CH:17][CH:18]=[CH:19][C:20]=2[C:21]2[NH:22]N=NN=2)=[CH:13][CH:14]=1)=[O:6].[CH3:33]OC(=O)[C@H](C(C)C)NCC1C=CC(C2C=CC=CC=2C#N)=CC=1.C(Cl)(=O)CCCC.C(N(CC)CC)C, predict the reaction product. (6) Given the reactants [CH2:1]([C:3]1[CH:4]=[C:5]2[C:9](=[CH:10][C:11]=1[CH2:12][CH3:13])[CH2:8][CH:7]([NH:14][CH2:15][C@@H:16]([C:18]1[CH:27]=[CH:26][C:25]([OH:28])=[C:24]3[C:19]=1[CH:20]=[CH:21][C:22](=[O:29])[NH:23]3)[OH:17])[CH2:6]2)[CH3:2].[C:30]([OH:33])(=[O:32])[CH3:31], predict the reaction product. The product is: [C:30]([OH:33])(=[O:32])[CH3:31].[CH2:12]([C:11]1[CH:10]=[C:9]2[C:5](=[CH:4][C:3]=1[CH2:1][CH3:2])[CH2:6][CH:7]([NH:14][CH2:15][C@@H:16]([C:18]1[CH:27]=[CH:26][C:25]([OH:28])=[C:24]3[C:19]=1[CH:20]=[CH:21][C:22](=[O:29])[NH:23]3)[OH:17])[CH2:8]2)[CH3:13]. (7) Given the reactants N12CCCN=C1CCCCC2.Cl.[NH2:13][CH2:14][C:15]1[CH:23]=[CH:22][CH:21]=[C:20]2[C:16]=1[C:17](=[O:33])[N:18]([CH:25]1[CH2:30][CH2:29][C:28](=[O:31])[NH:27][C:26]1=[O:32])[C:19]2=[O:24].[C:34](Cl)(=[O:38])[CH2:35][CH2:36][CH3:37], predict the reaction product. The product is: [O:32]=[C:26]1[CH:25]([N:18]2[C:17](=[O:33])[C:16]3[C:20](=[CH:21][CH:22]=[CH:23][C:15]=3[CH2:14][NH:13][C:34](=[O:38])[CH2:35][CH2:36][CH3:37])[C:19]2=[O:24])[CH2:30][CH2:29][C:28](=[O:31])[NH:27]1.